Dataset: Full USPTO retrosynthesis dataset with 1.9M reactions from patents (1976-2016). Task: Predict the reactants needed to synthesize the given product. (1) Given the product [C:1]([O:4][C:5]1[CH:15]=[CH:14][CH:13]=[CH:12][C:6]=1[C:7]([O:9][CH2:10][O:30][C:28](=[O:29])[C:27]1[CH:31]=[CH:32][CH:33]=[CH:34][C:26]=1[O:25][C:23](=[O:24])[CH2:22][CH2:21][CH:20]([O:19][N+:16]([O-:18])=[O:17])[CH2:35][O:36][N+:37]([O-:39])=[O:38])=[O:8])(=[O:3])[CH3:2], predict the reactants needed to synthesize it. The reactants are: [C:1]([O:4][C:5]1[CH:15]=[CH:14][CH:13]=[CH:12][C:6]=1[C:7]([O:9][CH2:10]Cl)=[O:8])(=[O:3])[CH3:2].[N+:16]([O:19][CH:20]([CH2:35][O:36][N+:37]([O-:39])=[O:38])[CH2:21][CH2:22][C:23]([O:25][C:26]1[CH:34]=[CH:33][CH:32]=[CH:31][C:27]=1[C:28]([OH:30])=[O:29])=[O:24])([O-:18])=[O:17].CCN(CC)CC. (2) The reactants are: N[C:2]1[CH:11]=[CH:10][C:9]2[N:8]=[CH:7][CH:6]=[CH:5][C:4]=2[C:3]=1[C:12]#[N:13].N([O-])=O.[Na+].O.[Br-:19]. Given the product [Br:19][C:2]1[CH:11]=[CH:10][C:9]2[N:8]=[CH:7][CH:6]=[CH:5][C:4]=2[C:3]=1[C:12]#[N:13], predict the reactants needed to synthesize it. (3) Given the product [O:24]([CH2:31][CH2:32][CH2:33][C:34]1[C:35]2[C@@H:36]3[CH2:47][CH2:46][NH:45][CH2:44][CH2:43][C@@H:37]3[NH:38][C:39]=2[CH:40]=[CH:41][CH:42]=1)[C:25]1[CH:30]=[CH:29][CH:28]=[CH:27][CH:26]=1, predict the reactants needed to synthesize it. The reactants are: Cl.Cl.ClC1C=CC(C2C3C4CCNCCC4NC=3C=CC=2)=CC=1.[O:24]([CH2:31][CH2:32][CH2:33][C:34]1[C:35]2[C:36]3[CH2:47][CH2:46][NH:45][CH2:44][CH2:43][C:37]=3[NH:38][C:39]=2[CH:40]=[CH:41][CH:42]=1)[C:25]1[CH:30]=[CH:29][CH:28]=[CH:27][CH:26]=1. (4) The reactants are: [F:1][C:2]([F:15])([F:14])[C:3]1[CH:4]=[C:5]2[C:10](=[CH:11][CH:12]=1)[NH:9][C:8](=[O:13])[CH:7]=[CH:6]2.[H-].[Na+].CN(C=[O:22])C.[CH2:23]1[CH2:27][O:26][CH2:25][CH2:24]1. Given the product [O:13]=[C:8]1[CH:7]=[CH:6][C:5]2[C:10](=[CH:11][CH:12]=[C:3]([C:2]([F:1])([F:14])[F:15])[CH:4]=2)[N:9]1[CH2:24][C:25]([O:26][CH2:27][CH3:23])=[O:22], predict the reactants needed to synthesize it. (5) Given the product [C:1]([C:3]1[CH:8]=[CH:7][C:6]([N:9]2[CH2:18][CH2:17][C:16]3[C:15]([NH:19][C:20]4[S:21][C:22]([C:29]([OH:31])=[O:30])=[C:23]([C:25]([F:27])([F:28])[F:26])[N:24]=4)=[N:14][CH:13]=[N:12][C:11]=3[CH2:10]2)=[CH:5][C:4]=1[C:34]([F:37])([F:35])[F:36])#[N:2], predict the reactants needed to synthesize it. The reactants are: [C:1]([C:3]1[CH:8]=[CH:7][C:6]([N:9]2[CH2:18][CH2:17][C:16]3[C:15]([NH:19][C:20]4[S:21][C:22]([C:29]([O:31]CC)=[O:30])=[C:23]([C:25]([F:28])([F:27])[F:26])[N:24]=4)=[N:14][CH:13]=[N:12][C:11]=3[CH2:10]2)=[CH:5][C:4]=1[C:34]([F:37])([F:36])[F:35])#[N:2].[OH-].[Na+]. (6) Given the product [N+:11](=[CH2:12])=[N-:13].[CH3:1][C:19]12[CH:22]([C:25]([O:27][CH2:28][CH3:29])=[O:26])[C:21]1([CH3:23])[CH2:20][N:18]=[N:17]2, predict the reactants needed to synthesize it. The reactants are: [CH3:1]C1C=CC(S([N:11]([N:13]=O)[CH3:12])(=O)=O)=CC=1.[OH-].[K+].[N+:17](=[CH2:19])=[N-:18].[CH3:20][C:21]1[CH:22]([C:25]([O:27][CH2:28][CH3:29])=[O:26])[C:23]=1C. (7) Given the product [Cl:3][C:4]1[CH:5]=[C:6]([CH2:10][O:11][C:12]2[CH:13]=[CH:14][C:15]([CH3:23])=[C:16]([CH:22]=2)[C:17]([OH:19])=[O:18])[CH:7]=[CH:8][CH:9]=1, predict the reactants needed to synthesize it. The reactants are: [OH-].[Li+].[Cl:3][C:4]1[CH:5]=[C:6]([CH2:10][O:11][C:12]2[CH:13]=[CH:14][C:15]([CH3:23])=[C:16]([CH:22]=2)[C:17]([O:19]CC)=[O:18])[CH:7]=[CH:8][CH:9]=1.